The task is: Predict the reactants needed to synthesize the given product.. This data is from Full USPTO retrosynthesis dataset with 1.9M reactions from patents (1976-2016). (1) Given the product [CH3:1][O:2][CH:3]([O:11][CH3:12])[CH:4]([N:6]([CH3:10])[C:7]([NH:9][C:14]1[CH:19]=[C:18]([C:20]([F:23])([F:22])[F:21])[CH:17]=[CH:16][N:15]=1)=[O:8])[CH3:5], predict the reactants needed to synthesize it. The reactants are: [CH3:1][O:2][CH:3]([O:11][CH3:12])[CH:4]([N:6]([CH3:10])[C:7]([NH2:9])=[O:8])[CH3:5].Cl[C:14]1[CH:19]=[C:18]([C:20]([F:23])([F:22])[F:21])[CH:17]=[CH:16][N:15]=1.C(=O)([O-])[O-].[K+].[K+].C1(P(C2C=CC=CC=2)C2C3OC4C(=CC=CC=4P(C4C=CC=CC=4)C4C=CC=CC=4)C(C)(C)C=3C=CC=2)C=CC=CC=1. (2) Given the product [Br:58][C:55]1[CH:56]=[CH:57][C:52]([NH:51][C:49]2[N:48]([CH3:60])[C:47]3[CH:61]=[CH:62][C:44]([O:43][C:8]4([C:6]([OH:7])=[O:5])[CH:13]=[CH:12][CH:11]=[CH:10][NH:9]4)=[CH:45][C:46]=3[N:50]=2)=[CH:53][C:54]=1[F:59], predict the reactants needed to synthesize it. The reactants are: C([O:5][C:6]([C:8]1[CH:13]=[C:12](OC2C=CC(NC)=C(N)C=2)[CH:11]=[CH:10][N:9]=1)=[O:7])(C)(C)C.NC(N)=S.IC.C(OC(C1C=C([O:43][C:44]2[CH:62]=[CH:61][C:47]3[N:48]([CH3:60])[C:49]([NH:51][C:52]4[CH:57]=[CH:56][C:55]([Br:58])=[C:54]([F:59])[CH:53]=4)=[N:50][C:46]=3[CH:45]=2)C=CN=1)=O)(C)(C)C.FC(F)(F)C(O)=O. (3) Given the product [C:1]([C:5]1[C:6]([CH2:7][NH:19][CH3:18])=[C:9]([OH:17])[CH:10]=[C:11]([C:13]([CH3:16])([CH3:15])[CH3:14])[CH:12]=1)([CH3:4])([CH3:3])[CH3:2], predict the reactants needed to synthesize it. The reactants are: [C:1]([C:5]1[CH:12]=[C:11]([C:13]([CH3:16])([CH3:15])[CH3:14])[CH:10]=[C:9]([OH:17])[C:6]=1[CH:7]=O)([CH3:4])([CH3:3])[CH3:2].[CH3:18][NH2:19].C(O[BH-](OC(=O)C)OC(=O)C)(=O)C.[Na+].C([O-])(O)=O.[Na+]. (4) Given the product [F:19][C:16]1[CH:15]=[CH:14][C:13]([N:12]2[C:11](=[O:20])[CH:10]([CH2:21][CH2:22][CH:23]([C:25]3[CH:26]=[CH:27][C:28]([F:31])=[CH:29][CH:30]=3)[OH:24])[CH:9]2[C:6]2[CH:7]=[CH:8][C:3]([CH2:2][NH:1][C:46]([CH2:45][S:41]([OH:44])(=[O:43])=[O:42])=[O:47])=[CH:4][CH:5]=2)=[CH:18][CH:17]=1, predict the reactants needed to synthesize it. The reactants are: [NH2:1][CH2:2][C:3]1[CH:8]=[CH:7][C:6]([CH:9]2[N:12]([C:13]3[CH:18]=[CH:17][C:16]([F:19])=[CH:15][CH:14]=3)[C:11](=[O:20])[CH:10]2[CH2:21][CH2:22][CH:23]([C:25]2[CH:30]=[CH:29][C:28]([F:31])=[CH:27][CH:26]=2)[OH:24])=[CH:5][CH:4]=1.C(N(C(C)C)CC)(C)C.[S:41]([CH2:45][C:46](O)=[O:47])([OH:44])(=[O:43])=[O:42].C(N=C=NC(C)C)(C)C.OC1C2N=NNC=2C=CC=1.